Dataset: Peptide-MHC class II binding affinity with 134,281 pairs from IEDB. Task: Regression. Given a peptide amino acid sequence and an MHC pseudo amino acid sequence, predict their binding affinity value. This is MHC class II binding data. (1) The peptide sequence is NVSHIQSAVVCGRRH. The MHC is DRB4_0101 with pseudo-sequence DRB4_0103. The binding affinity (normalized) is 0.269. (2) The peptide sequence is GAYFVSSGKYEGGNI. The MHC is HLA-DPA10103-DPB10401 with pseudo-sequence HLA-DPA10103-DPB10401. The binding affinity (normalized) is 0.221.